Dataset: Reaction yield outcomes from USPTO patents with 853,638 reactions. Task: Predict the reaction yield, written as a fraction of the theoretical maximum amount of product (1.0 means a 100% yield; for example, 0.34 means a 34% yield). (1) The reactants are [CH3:1][C:2]1[C:15]([CH3:16])=[C:14]([N+:17]([O-:19])=[O:18])[CH:13]=[CH:12][C:3]=1[O:4][C:5]1[CH:10]=[CH:9][N:8]=[C:7]([NH2:11])[CH:6]=1.CCN(C(C)C)C(C)C.[CH3:29][O:30][CH2:31][C:32](Cl)=[O:33].N. The catalyst is C1COCC1.CO. The product is [CH3:1][C:2]1[C:15]([CH3:16])=[C:14]([N+:17]([O-:19])=[O:18])[CH:13]=[CH:12][C:3]=1[O:4][C:5]1[CH:10]=[CH:9][N:8]=[C:7]([NH:11][C:32](=[O:33])[CH2:31][O:30][CH3:29])[CH:6]=1. The yield is 0.670. (2) The reactants are [CH2:1]([O:8][C@H:9]1[C@H:23]([O:24][C:25](=[O:32])[C:26]2[CH:31]=[CH:30][CH:29]=[CH:28][CH:27]=2)[C@@:22]([CH3:43])([CH2:33][O:34][C:35](=[O:42])[C:36]2[CH:41]=[CH:40][CH:39]=[CH:38][CH:37]=2)[O:21][C@@H:11]([O:12][C:13](=[O:20])[C:14]2[CH:19]=[CH:18][CH:17]=[CH:16][CH:15]=2)[C@@H:10]1[O:44][C:45](=[O:52])[C:46]1[CH:51]=[CH:50][CH:49]=[CH:48][CH:47]=1)[C:2]1[CH:7]=[CH:6][CH:5]=[CH:4][CH:3]=1.Cl.C(Cl)(=[O:61])C1C=CC=CC=1. The catalyst is O1CCCC1.CO.[OH-].[Pd+2].[OH-]. The product is [C:45]([O:44][C@@H:10]1[C@@H:9]([O:8][C:1](=[O:61])[C:2]2[CH:3]=[CH:4][CH:5]=[CH:6][CH:7]=2)[C@H:23]([O:24][C:25](=[O:32])[C:26]2[CH:31]=[CH:30][CH:29]=[CH:28][CH:27]=2)[C@@:22]([CH3:43])([CH2:33][O:34][C:35](=[O:42])[C:36]2[CH:37]=[CH:38][CH:39]=[CH:40][CH:41]=2)[O:21][C@H:11]1[O:12][C:13](=[O:20])[C:14]1[CH:15]=[CH:16][CH:17]=[CH:18][CH:19]=1)(=[O:52])[C:46]1[CH:51]=[CH:50][CH:49]=[CH:48][CH:47]=1. The yield is 0.840. (3) The reactants are [NH2:1][C:2]1[CH:3]=[CH:4][C:5]2[O:9][C:8]3[C:10]([O:24][CH:25]([F:27])[F:26])=[CH:11][CH:12]=[C:13]([C:14]4[O:15][CH:16]=[C:17]([C:19]([O:21][CH2:22][CH3:23])=[O:20])[N:18]=4)[C:7]=3[C:6]=2[CH:28]=1.N1C=CC=CC=1.[CH3:35][S:36](Cl)(=[O:38])=[O:37].O. The catalyst is O1CCCC1. The product is [F:27][CH:25]([F:26])[O:24][C:10]1[C:8]2[O:9][C:5]3[CH:4]=[CH:3][C:2]([NH:1][S:36]([CH3:35])(=[O:38])=[O:37])=[CH:28][C:6]=3[C:7]=2[C:13]([C:14]2[O:15][CH:16]=[C:17]([C:19]([O:21][CH2:22][CH3:23])=[O:20])[N:18]=2)=[CH:12][CH:11]=1. The yield is -0.448. (4) The reactants are [C:1]([O:5][C:6]([N:8]1[CH2:12][CH:11]([OH:13])[CH2:10][CH:9]1[C:14]1[N:15]([CH2:26][O:27][CH2:28][CH2:29][Si:30]([CH3:33])([CH3:32])[CH3:31])[CH:16]=[C:17]([C:19]2[CH:24]=[CH:23][C:22]([Br:25])=[CH:21][CH:20]=2)[N:18]=1)=[O:7])([CH3:4])([CH3:3])[CH3:2].[H-].[Na+].Br[CH2:37][CH2:38][O:39][CH3:40]. The catalyst is CN(C=O)C. The yield is 0.850. The product is [C:1]([O:5][C:6]([N:8]1[CH2:12][CH:11]([O:13][CH2:37][CH2:38][O:39][CH3:40])[CH2:10][CH:9]1[C:14]1[N:15]([CH2:26][O:27][CH2:28][CH2:29][Si:30]([CH3:33])([CH3:32])[CH3:31])[CH:16]=[C:17]([C:19]2[CH:20]=[CH:21][C:22]([Br:25])=[CH:23][CH:24]=2)[N:18]=1)=[O:7])([CH3:4])([CH3:3])[CH3:2]. (5) The reactants are [C:1]1([CH2:7][O:8][C:9]([N:11]2[CH2:16][CH2:15][CH2:14][CH2:13][C@H:12]2[C:17](O)=[O:18])=[O:10])[CH:6]=[CH:5][CH:4]=[CH:3][CH:2]=1.O.C([O-])([O-])=O.[K+].[K+]. The catalyst is C1COCC1. The product is [OH:18][CH2:17][C@@H:12]1[CH2:13][CH2:14][CH2:15][CH2:16][N:11]1[C:9]([O:8][CH2:7][C:1]1[CH:2]=[CH:3][CH:4]=[CH:5][CH:6]=1)=[O:10]. The yield is 0.860. (6) The reactants are [CH2:1]([NH:8][C:9](=O)[CH2:10][C:11]1[CH:16]=[CH:15][CH:14]=[CH:13][C:12]=1[O:17][CH3:18])[CH2:2][CH2:3][CH2:4][CH2:5][CH2:6][CH3:7].B.CSC.Cl. The catalyst is C1COCC1. The product is [CH3:18][O:17][C:12]1[CH:13]=[CH:14][CH:15]=[CH:16][C:11]=1[CH2:10][CH2:9][NH:8][CH2:1][CH2:2][CH2:3][CH2:4][CH2:5][CH2:6][CH3:7]. The yield is 0.548.